Dataset: Reaction yield outcomes from USPTO patents with 853,638 reactions. Task: Predict the reaction yield, written as a fraction of the theoretical maximum amount of product (1.0 means a 100% yield; for example, 0.34 means a 34% yield). (1) The reactants are [CH2:1]([C:5]1[N:6]=[C:7]([CH3:27])[NH:8][C:9](=[O:26])[C:10]=1[CH2:11][C:12]1[CH:17]=[CH:16][C:15]([C:18]2[C:19]([C:24]#[N:25])=[CH:20][CH:21]=[CH:22][CH:23]=2)=[CH:14][CH:13]=1)[CH2:2][CH2:3][CH3:4].C(=O)([O-])[O-].[K+].[K+].Cl.Cl[CH2:36][C:37]1[N:38]=[C:39]([CH3:42])[S:40][CH:41]=1.CN(C)C=O. The catalyst is C(OCC)(=O)C. The product is [CH2:1]([C:5]1[N:6]=[C:7]([CH3:27])[N:8]([CH2:36][C:37]2[N:38]=[C:39]([CH3:42])[S:40][CH:41]=2)[C:9](=[O:26])[C:10]=1[CH2:11][C:12]1[CH:17]=[CH:16][C:15]([C:18]2[C:19]([C:24]#[N:25])=[CH:20][CH:21]=[CH:22][CH:23]=2)=[CH:14][CH:13]=1)[CH2:2][CH2:3][CH3:4]. The yield is 0.550. (2) The reactants are [C:1]1([C:8]([OH:10])=O)([C:5]([OH:7])=[O:6])[CH2:4][CH2:3][CH2:2]1.C(N(CC)CC)C.S(Cl)(Cl)=O.[F:22][C:23]1[CH:29]=[CH:28][C:26]([NH2:27])=[CH:25][CH:24]=1. The catalyst is C1COCC1.C(OCC)(=O)C. The product is [F:22][C:23]1[CH:29]=[CH:28][C:26]([NH:27][C:8]([C:1]2([C:5]([OH:7])=[O:6])[CH2:2][CH2:3][CH2:4]2)=[O:10])=[CH:25][CH:24]=1. The yield is 0.349.